This data is from Catalyst prediction with 721,799 reactions and 888 catalyst types from USPTO. The task is: Predict which catalyst facilitates the given reaction. (1) Reactant: [C:1]([O:20][CH2:21][C@@H:22]([O:25][CH2:26][C:27](OC(C)(C)C)=O)[CH:23]=[CH2:24])([C:14]1[CH:19]=[CH:18][CH:17]=[CH:16][CH:15]=1)([C:8]1[CH:13]=[CH:12][CH:11]=[CH:10][CH:9]=1)[C:2]1[CH:7]=[CH:6][CH:5]=[CH:4][CH:3]=1.[H-].C([Al+]CC(C)C)C(C)C.Cl.C([O-])(=O)C.[Na+].Cl.[NH2:51][OH:52]. Product: [C:1]([O:20][CH2:21][C@@H:22]([O:25][CH2:26]/[CH:27]=[N:51]/[OH:52])[CH:23]=[CH2:24])([C:14]1[CH:19]=[CH:18][CH:17]=[CH:16][CH:15]=1)([C:8]1[CH:13]=[CH:12][CH:11]=[CH:10][CH:9]=1)[C:2]1[CH:7]=[CH:6][CH:5]=[CH:4][CH:3]=1. The catalyst class is: 46. (2) Reactant: Br[C:2]1[CH:3]=[CH:4][C:5]([C:8]([O:10][CH3:11])=[O:9])=[N:6][CH:7]=1.C([Sn](CCCC)(CCCC)[C:17]([O:19][CH2:20][CH3:21])=[CH2:18])CCC. Product: [CH2:20]([O:19][C:17]([C:2]1[CH:3]=[CH:4][C:5]([C:8]([O:10][CH3:11])=[O:9])=[N:6][CH:7]=1)=[CH2:18])[CH3:21]. The catalyst class is: 9. (3) Reactant: C[O:2][C:3]([C:5]1[S:6][C:7]([C:11](=[O:24])[NH:12][CH2:13][C:14]2[CH:22]=[CH:21][CH:20]=[C:19]3[C:15]=2[CH2:16][C:17](=[O:23])[NH:18]3)=[CH:8][C:9]=1[CH3:10])=[O:4].O[Li].O. Product: [CH3:10][C:9]1[CH:8]=[C:7]([C:11](=[O:24])[NH:12][CH2:13][C:14]2[CH:22]=[CH:21][CH:20]=[C:19]3[C:15]=2[CH2:16][C:17](=[O:23])[NH:18]3)[S:6][C:5]=1[C:3]([OH:4])=[O:2]. The catalyst class is: 20. (4) The catalyst class is: 2. Reactant: C(OC([N:8]1[CH2:13][CH2:12][CH2:11][CH2:10][CH:9]1[CH2:14][C:15](=[O:36])[NH:16][CH:17]1[C:26]2[C:21](=[CH:22][C:23]([C:27]([CH2:29][N:30]3[CH2:35][CH2:34][CH2:33][CH2:32][CH2:31]3)=[CH2:28])=[CH:24][CH:25]=2)[CH2:20][CH2:19][CH2:18]1)=O)(C)(C)C.C(O)(C(F)(F)F)=O. Product: [NH:8]1[CH2:13][CH2:12][CH2:11][CH2:10][CH:9]1[CH2:14][C:15]([NH:16][CH:17]1[C:26]2[C:21](=[CH:22][C:23]([C:27]([CH2:29][N:30]3[CH2:31][CH2:32][CH2:33][CH2:34][CH2:35]3)=[CH2:28])=[CH:24][CH:25]=2)[CH2:20][CH2:19][CH2:18]1)=[O:36].